This data is from Forward reaction prediction with 1.9M reactions from USPTO patents (1976-2016). The task is: Predict the product of the given reaction. (1) Given the reactants [Br:1][C:2]1[CH:7]=[CH:6][N:5]=[C:4]([C:8]([NH:10][C:11]2[CH:16]=[CH:15][CH:14]=[C:13]([CH:17]=[N:18][CH:19]3[CH2:21][CH2:20]3)[CH:12]=2)=[O:9])[CH:3]=1.C1(C)C(S([CH2:31][N+:32]#[C-:33])(=O)=O)=CC=CC=1.C1(N)CC1, predict the reaction product. The product is: [Br:1][C:2]1[CH:7]=[CH:6][N:5]=[C:4]([C:8]([NH:10][C:11]2[CH:16]=[CH:15][CH:14]=[C:13]([C:17]3[N:18]([CH:19]4[CH2:21][CH2:20]4)[CH:33]=[N:32][CH:31]=3)[CH:12]=2)=[O:9])[CH:3]=1. (2) Given the reactants I[C:2]1[C:3]([NH2:8])=[N:4][CH:5]=[CH:6][CH:7]=1.[CH3:9][Si:10]([C:13]#[CH:14])([CH3:12])[CH3:11].C(N(CC)C(C)C)(C)C.CN1CCCC1=O, predict the reaction product. The product is: [CH3:9][Si:10]([C:13]#[C:14][C:2]1[C:3]([NH2:8])=[N:4][CH:5]=[CH:6][CH:7]=1)([CH3:12])[CH3:11]. (3) Given the reactants Cl[C:2]1[CH:7]=[C:6]([F:8])[CH:5]=[CH:4][N:3]=1.C([Sn](CCCC)(CCCC)[C:14]([O:16]CC)=[CH2:15])CCC.[Br:27]N1C(=O)CCC1=O, predict the reaction product. The product is: [Br:27][CH2:16][C:14]([C:2]1[CH:7]=[C:6]([F:8])[CH:5]=[CH:4][N:3]=1)=[O:15]. (4) Given the reactants C([O:4][C:5]1[C:10]([CH2:11][C@H:12]([O:15]C(=O)C)[CH2:13][Br:14])=[CH:9][C:8]([F:19])=[CH:7][C:6]=1[C:20]1[C:25]([Cl:26])=[CH:24][CH:23]=[CH:22][C:21]=1[Cl:27])(=O)C.BrC[C@@H](O)CC1C=C(F)C=CC=1O, predict the reaction product. The product is: [Br:14][CH2:13][C@@H:12]([OH:15])[CH2:11][C:10]1[CH:9]=[C:8]([F:19])[CH:7]=[C:6]([C:20]2[C:21]([Cl:27])=[CH:22][CH:23]=[CH:24][C:25]=2[Cl:26])[C:5]=1[OH:4]. (5) Given the reactants [CH2:1]([N:8]1[CH2:17][CH2:16][C:15]2[C:14](Cl)=[N:13][CH:12]=[N:11][C:10]=2[CH2:9]1)[C:2]1[CH:7]=[CH:6][CH:5]=[CH:4][CH:3]=1.[F:19][CH:20]([F:29])[O:21][C:22]1[CH:27]=[CH:26][C:25]([NH2:28])=[CH:24][CH:23]=1, predict the reaction product. The product is: [CH2:1]([N:8]1[CH2:17][CH2:16][C:15]2[C:14]([NH:28][C:25]3[CH:26]=[CH:27][C:22]([O:21][CH:20]([F:19])[F:29])=[CH:23][CH:24]=3)=[N:13][CH:12]=[N:11][C:10]=2[CH2:9]1)[C:2]1[CH:7]=[CH:6][CH:5]=[CH:4][CH:3]=1.